Dataset: NCI-60 drug combinations with 297,098 pairs across 59 cell lines. Task: Regression. Given two drug SMILES strings and cell line genomic features, predict the synergy score measuring deviation from expected non-interaction effect. (1) Drug 1: COC1=C(C=C2C(=C1)N=CN=C2NC3=CC(=C(C=C3)F)Cl)OCCCN4CCOCC4. Drug 2: C1CCC(CC1)NC(=O)N(CCCl)N=O. Cell line: HOP-62. Synergy scores: CSS=13.0, Synergy_ZIP=-5.49, Synergy_Bliss=-3.29, Synergy_Loewe=-6.19, Synergy_HSA=-3.60. (2) Drug 1: C1=CC(=C2C(=C1NCCNCCO)C(=O)C3=C(C=CC(=C3C2=O)O)O)NCCNCCO. Drug 2: CC12CCC3C(C1CCC2O)C(CC4=C3C=CC(=C4)O)CCCCCCCCCS(=O)CCCC(C(F)(F)F)(F)F. Cell line: SF-539. Synergy scores: CSS=30.8, Synergy_ZIP=0.574, Synergy_Bliss=-1.26, Synergy_Loewe=-20.0, Synergy_HSA=-0.361. (3) Drug 1: CC1=C(N=C(N=C1N)C(CC(=O)N)NCC(C(=O)N)N)C(=O)NC(C(C2=CN=CN2)OC3C(C(C(C(O3)CO)O)O)OC4C(C(C(C(O4)CO)O)OC(=O)N)O)C(=O)NC(C)C(C(C)C(=O)NC(C(C)O)C(=O)NCCC5=NC(=CS5)C6=NC(=CS6)C(=O)NCCC[S+](C)C)O. Drug 2: C1CCC(C(C1)N)N.C(=O)(C(=O)[O-])[O-].[Pt+4]. Cell line: CAKI-1. Synergy scores: CSS=50.3, Synergy_ZIP=-5.60, Synergy_Bliss=-2.73, Synergy_Loewe=7.22, Synergy_HSA=8.75. (4) Drug 1: C1CCC(C1)C(CC#N)N2C=C(C=N2)C3=C4C=CNC4=NC=N3. Drug 2: CS(=O)(=O)OCCCCOS(=O)(=O)C. Cell line: OVCAR-8. Synergy scores: CSS=5.75, Synergy_ZIP=-0.641, Synergy_Bliss=3.30, Synergy_Loewe=-0.829, Synergy_HSA=1.51. (5) Drug 2: CS(=O)(=O)OCCCCOS(=O)(=O)C. Drug 1: CC1=C(C=C(C=C1)NC(=O)C2=CC=C(C=C2)CN3CCN(CC3)C)NC4=NC=CC(=N4)C5=CN=CC=C5. Cell line: PC-3. Synergy scores: CSS=-0.902, Synergy_ZIP=-0.564, Synergy_Bliss=-0.195, Synergy_Loewe=-2.78, Synergy_HSA=-1.95. (6) Drug 1: CC1=C(C=C(C=C1)NC2=NC=CC(=N2)N(C)C3=CC4=NN(C(=C4C=C3)C)C)S(=O)(=O)N.Cl. Drug 2: CC12CCC(CC1=CCC3C2CCC4(C3CC=C4C5=CN=CC=C5)C)O. Cell line: BT-549. Synergy scores: CSS=-2.96, Synergy_ZIP=2.54, Synergy_Bliss=5.42, Synergy_Loewe=1.59, Synergy_HSA=2.78. (7) Synergy scores: CSS=-4.56, Synergy_ZIP=2.39, Synergy_Bliss=-0.697, Synergy_Loewe=-4.26, Synergy_HSA=-4.69. Cell line: NCI-H226. Drug 1: C1=NC2=C(N=C(N=C2N1C3C(C(C(O3)CO)O)O)F)N. Drug 2: C1CN(P(=O)(OC1)NCCCl)CCCl. (8) Drug 1: C1=CC(=C2C(=C1NCCNCCO)C(=O)C3=C(C=CC(=C3C2=O)O)O)NCCNCCO. Drug 2: CC1=C(N=C(N=C1N)C(CC(=O)N)NCC(C(=O)N)N)C(=O)NC(C(C2=CN=CN2)OC3C(C(C(C(O3)CO)O)O)OC4C(C(C(C(O4)CO)O)OC(=O)N)O)C(=O)NC(C)C(C(C)C(=O)NC(C(C)O)C(=O)NCCC5=NC(=CS5)C6=NC(=CS6)C(=O)NCCC[S+](C)C)O. Cell line: NCI-H322M. Synergy scores: CSS=11.6, Synergy_ZIP=-3.49, Synergy_Bliss=1.20, Synergy_Loewe=0.763, Synergy_HSA=1.12.